From a dataset of Catalyst prediction with 721,799 reactions and 888 catalyst types from USPTO. Predict which catalyst facilitates the given reaction. (1) Reactant: [OH:1][C:2]([CH2:4][CH2:5][CH2:6][CH2:7][C@H:8]1[C@@H:16]2[C@@H:11]([NH:12][C:13]([NH:15]2)=[O:14])[CH2:10][S:9]1)=[O:3].CCN(CCOC1C=CC(CC2C=CC=CC=2)=CC=1)CC.Cl.C(O)C(O)C.OCC(CO)O. Product: [OH:3][C:2]([CH2:4][CH2:5][CH2:6][CH2:7][C@H:8]1[C@@H:16]2[C@@H:11]([NH:12][C:13]([NH:15]2)=[O:14])[CH2:10][S:9]1)=[O:1]. The catalyst class is: 6. (2) Reactant: [F:1][C:2]([F:21])([S:17]([O-:20])(=[O:19])=[O:18])[CH:3]([O:8][C:9](=[O:16])[C:10]1[CH:15]=[CH:14][CH:13]=[CH:12][CH:11]=1)[C:4]([F:7])([F:6])[F:5].[OH:22][C:23]1[CH:28]=[CH:27][C:26]([S+:29]([C:36]2[CH:41]=[CH:40][CH:39]=[CH:38][CH:37]=2)[C:30]2[CH:35]=[CH:34][CH:33]=[CH:32][CH:31]=2)=[CH:25][CH:24]=1.[C:42](Cl)(=[O:46])[C:43]([CH3:45])=[CH2:44].C(N(CC)CC)C.Cl. Product: [F:21][C:2]([F:1])([S:17]([O-:20])(=[O:18])=[O:19])[CH:3]([O:8][C:9](=[O:16])[C:10]1[CH:15]=[CH:14][CH:13]=[CH:12][CH:11]=1)[C:4]([F:5])([F:7])[F:6].[C:42]([O:22][C:23]1[CH:28]=[CH:27][C:26]([S+:29]([C:36]2[CH:37]=[CH:38][CH:39]=[CH:40][CH:41]=2)[C:30]2[CH:35]=[CH:34][CH:33]=[CH:32][CH:31]=2)=[CH:25][CH:24]=1)(=[O:46])[C:43]([CH3:45])=[CH2:44]. The catalyst class is: 4. (3) Reactant: [CH3:1][O:2][P:3]([CH2:7][C:8](=[O:10])[CH3:9])(=[O:6])[O:4][CH3:5].C(=O)([O-])[O-].[K+].[K+].C(C1C=CC(S([N:38]=[N+:39]=[N-])(=O)=O)=CC=1)CCCCCCCCCCC.[NH4+].[Cl-]. Product: [CH3:1][O:2][P:3]([C:7](=[N+:38]=[N-:39])[C:8](=[O:10])[CH3:9])(=[O:6])[O:4][CH3:5]. The catalyst class is: 23. (4) Reactant: Cl[C:2]1[N:7]=[C:6]([O:8][C:9]2[C:18]3[C:13](=[CH:14][CH:15]=[CH:16][CH:17]=3)[C:12]([NH:19][C:20]([NH:22][C:23]3[N:27]([C:28]4[CH:33]=[CH:32][CH:31]=[C:30]([CH2:34][P:35]([CH3:38])([CH3:37])=[O:36])[CH:29]=4)[N:26]=[C:25]([CH:39]([CH3:41])[CH3:40])[CH:24]=3)=[O:21])=[CH:11][CH:10]=2)[CH:5]=[CH:4][N:3]=1.[O:42]1[CH2:47][CH2:46][N:45]([CH2:48][CH2:49][O:50][C:51]2[CH:52]=[C:53]([CH:55]=[C:56]([C:58]([F:61])([F:60])[F:59])[CH:57]=2)[NH2:54])[CH2:44][CH2:43]1.C(N(CC)CC)C.O. Product: [CH3:37][P:35]([CH2:34][C:30]1[CH:29]=[C:28]([N:27]2[C:23]([NH:22][C:20]([NH:19][C:12]3[C:13]4[C:18](=[CH:17][CH:16]=[CH:15][CH:14]=4)[C:9]([O:8][C:6]4[CH:5]=[CH:4][N:3]=[C:2]([NH:54][C:53]5[CH:55]=[C:56]([C:58]([F:60])([F:61])[F:59])[CH:57]=[C:51]([O:50][CH2:49][CH2:48][N:45]6[CH2:44][CH2:43][O:42][CH2:47][CH2:46]6)[CH:52]=5)[N:7]=4)=[CH:10][CH:11]=3)=[O:21])=[CH:24][C:25]([CH:39]([CH3:41])[CH3:40])=[N:26]2)[CH:33]=[CH:32][CH:31]=1)([CH3:38])=[O:36]. The catalyst class is: 3. (5) Reactant: [CH:1]([NH:4][C:5]([C:7]1[C:15]2[C:10](=[N:11][CH:12]=[C:13]([C:16]3[C:24]4[C:19](=[CH:20][CH:21]=[C:22]([O:25][C:26]([F:29])([F:28])[F:27])[CH:23]=4)[N:18]([CH3:30])[N:17]=3)[N:14]=2)[N:9](COCC[Si](C)(C)C)[CH:8]=1)=[O:6])([CH3:3])[CH3:2].C(O)(C(F)(F)F)=O. Product: [CH:1]([NH:4][C:5]([C:7]1[C:15]2[C:10](=[N:11][CH:12]=[C:13]([C:16]3[C:24]4[C:19](=[CH:20][CH:21]=[C:22]([O:25][C:26]([F:29])([F:27])[F:28])[CH:23]=4)[N:18]([CH3:30])[N:17]=3)[N:14]=2)[NH:9][CH:8]=1)=[O:6])([CH3:3])[CH3:2]. The catalyst class is: 4.